This data is from NCI-60 drug combinations with 297,098 pairs across 59 cell lines. The task is: Regression. Given two drug SMILES strings and cell line genomic features, predict the synergy score measuring deviation from expected non-interaction effect. (1) Drug 1: CS(=O)(=O)OCCCCOS(=O)(=O)C. Drug 2: CN(C(=O)NC(C=O)C(C(C(CO)O)O)O)N=O. Cell line: MDA-MB-435. Synergy scores: CSS=1.06, Synergy_ZIP=2.99, Synergy_Bliss=7.10, Synergy_Loewe=1.06, Synergy_HSA=1.85. (2) Drug 1: CC1C(C(CC(O1)OC2CC(CC3=C2C(=C4C(=C3O)C(=O)C5=CC=CC=C5C4=O)O)(C(=O)C)O)N)O. Drug 2: CC1C(C(CC(O1)OC2CC(CC3=C2C(=C4C(=C3O)C(=O)C5=C(C4=O)C(=CC=C5)OC)O)(C(=O)CO)O)N)O.Cl. Cell line: LOX IMVI. Synergy scores: CSS=61.7, Synergy_ZIP=-0.826, Synergy_Bliss=-2.39, Synergy_Loewe=2.03, Synergy_HSA=3.01.